Dataset: Catalyst prediction with 721,799 reactions and 888 catalyst types from USPTO. Task: Predict which catalyst facilitates the given reaction. (1) Reactant: [CH3:1][C:2]1[CH:3]=[CH:4][C:5]([S:9][C:10]2[CH:11]=[CH:12][CH:13]=[CH:14][C:15]=2[N:16]2[CH2:21][CH2:20][NH:19][CH2:18][CH2:17]2)=[C:6]([CH3:8])[CH:7]=1.[OH:22][C:23]1[C:24]([C:33]([OH:35])=[O:34])=[CH:25][C:26]2[C:31]([CH:32]=1)=[CH:30][CH:29]=[CH:28][CH:27]=2. Product: [CH3:1][C:2]1[CH:3]=[CH:4][C:5]([S:9][C:10]2[CH:11]=[CH:12][CH:13]=[CH:14][C:15]=2[N:16]2[CH2:17][CH2:18][NH:19][CH2:20][CH2:21]2)=[C:6]([CH3:8])[CH:7]=1.[OH:22][C:23]1[C:24]([C:33]([O-:35])=[O:34])=[CH:25][C:26]2[C:31]([CH:32]=1)=[CH:30][CH:29]=[CH:28][CH:27]=2. The catalyst class is: 282. (2) Reactant: [OH-].[Na+].C([O:6][C:7]1[CH:30]=[CH:29][C:28]([C:31]2[CH:32]=[N:33][CH:34]=[CH:35][CH:36]=2)=[CH:27][C:8]=1[C:9]([NH:11][C:12]1[CH:21]=[C:20]([C:22]2[CH:26]=[CH:25][O:24][CH:23]=2)[CH:19]=[CH:18][C:13]=1[C:14]([O:16]C)=[O:15])=[O:10])(=O)C.C(O)(=O)CC(CC(O)=O)(C(O)=O)O. Product: [O:24]1[CH:25]=[CH:26][C:22]([C:20]2[CH:19]=[CH:18][C:13]([C:14]([OH:16])=[O:15])=[C:12]([NH:11][C:9](=[O:10])[C:8]3[CH:27]=[C:28]([C:31]4[CH:32]=[N:33][CH:34]=[CH:35][CH:36]=4)[CH:29]=[CH:30][C:7]=3[OH:6])[CH:21]=2)=[CH:23]1. The catalyst class is: 12.